Dataset: Reaction yield outcomes from USPTO patents with 853,638 reactions. Task: Predict the reaction yield, written as a fraction of the theoretical maximum amount of product (1.0 means a 100% yield; for example, 0.34 means a 34% yield). (1) The reactants are [F:1][C:2]1[CH:3]=[C:4]([NH2:32])[CH:5]=[CH:6][C:7]=1[O:8][C:9]1[CH:14]=[CH:13][N:12]=[C:11]2[N:15](COCC[Si](C)(C)C)[C:16]([C:18]3[CH:19]=[N:20][CH:21]=[CH:22][CH:23]=3)=[CH:17][C:10]=12.[F-].C([N+](CCCC)(CCCC)CCCC)CCC.NCCN. The catalyst is C1COCC1. The product is [F:1][C:2]1[CH:3]=[C:4]([NH2:32])[CH:5]=[CH:6][C:7]=1[O:8][C:9]1[CH:14]=[CH:13][N:12]=[C:11]2[NH:15][C:16]([C:18]3[CH:19]=[N:20][CH:21]=[CH:22][CH:23]=3)=[CH:17][C:10]=12. The yield is 0.920. (2) The reactants are [C:1]1([CH3:20])[CH:6]=[CH:5][C:4]([N:7]2[C:11]([NH2:12])=[CH:10][C:9]([C:13]3([C:16]([F:19])([F:18])[F:17])[CH2:15][CH2:14]3)=[N:8]2)=[CH:3][CH:2]=1.C([O-])([O-])=O.[K+].[K+].Cl[C:28]([O:30][C:31]1[CH:36]=[CH:35][CH:34]=[CH:33][CH:32]=1)=[O:29]. The product is [C:1]1([CH3:20])[CH:2]=[CH:3][C:4]([N:7]2[C:11]([NH:12][C:28](=[O:29])[O:30][C:31]3[CH:36]=[CH:35][CH:34]=[CH:33][CH:32]=3)=[CH:10][C:9]([C:13]3([C:16]([F:18])([F:19])[F:17])[CH2:15][CH2:14]3)=[N:8]2)=[CH:5][CH:6]=1. The yield is 1.00. The catalyst is C(Cl)Cl. (3) The reactants are [C:1]([NH:4][C:5]1[CH:14]=[C:13]([N+:15]([O-])=O)[CH:12]=[CH:11][C:6]=1[C:7]([O:9][CH3:10])=[O:8])(=[O:3])[CH3:2]. The catalyst is CO.[Pd]. The product is [C:1]([NH:4][C:5]1[CH:14]=[C:13]([NH2:15])[CH:12]=[CH:11][C:6]=1[C:7]([O:9][CH3:10])=[O:8])(=[O:3])[CH3:2]. The yield is 0.900. (4) The reactants are [CH3:1][C:2]1[C:6]([CH2:7][OH:8])=[C:5]([CH3:9])[O:4][N:3]=1.CC(OI1(OC(C)=O)(OC(C)=O)OC(=O)C2C=CC=CC1=2)=O. No catalyst specified. The product is [CH3:1][C:2]1[C:6]([CH:7]=[O:8])=[C:5]([CH3:9])[O:4][N:3]=1. The yield is 0.460. (5) The reactants are Cl[C:2]1[NH:3][C:4](=[O:16])[C:5]2[CH:10]=[N:9][N:8]([CH:11]3[CH2:15][CH2:14][CH2:13][CH2:12]3)[C:6]=2[N:7]=1.[CH3:17][Si:18]([CH3:36])([C:32]([CH3:35])([CH3:34])[CH3:33])[O:19][CH2:20][CH2:21][CH:22]([NH2:31])[CH2:23][C:24]1[N:29]=[CH:28][C:27]([CH3:30])=[CH:26][N:25]=1.CCN(C(C)C)C(C)C. The catalyst is C(O)CCC. The product is [CH:11]1([N:8]2[C:6]3[N:7]=[C:2]([NH:31][CH:22]([CH2:21][CH2:20][O:19][Si:18]([CH3:36])([CH3:17])[C:32]([CH3:33])([CH3:35])[CH3:34])[CH2:23][C:24]4[N:29]=[CH:28][C:27]([CH3:30])=[CH:26][N:25]=4)[NH:3][C:4](=[O:16])[C:5]=3[CH:10]=[N:9]2)[CH2:15][CH2:14][CH2:13][CH2:12]1. The yield is 0.920. (6) The reactants are Cl.[Cl:2][C:3]1[CH:8]=[C:7]([C:9]2[CH:14]=[CH:13][CH:12]=[C:11]([Cl:15])[CH:10]=2)[N:6]=[C:5]2[CH2:16][CH2:17][CH2:18][C:4]=12.[NH2:19][C:20]1[CH:21]=[CH:22][C:23]([CH2:26][CH2:27][OH:28])=[N:24][CH:25]=1. No catalyst specified. The product is [ClH:2].[Cl:15][C:11]1[CH:10]=[C:9]([C:7]2[N:6]=[C:5]3[CH2:16][CH2:17][CH2:18][C:4]3=[C:3]([NH:19][C:20]3[CH:21]=[CH:22][C:23]([CH2:26][CH2:27][OH:28])=[N:24][CH:25]=3)[CH:8]=2)[CH:14]=[CH:13][CH:12]=1. The yield is 0.210. (7) The reactants are [Br:1][C:2]1[NH:6][CH:5]=[N:4][C:3]=1[N+:7]([O-:9])=[O:8].C(=O)(O)[O-].[Na+].[CH2:15](Br)[C:16]1[CH:21]=[CH:20][CH:19]=[CH:18][CH:17]=1. The catalyst is CN(C)C=O. The product is [CH2:15]([N:6]1[C:2]([Br:1])=[C:3]([N+:7]([O-:9])=[O:8])[N:4]=[CH:5]1)[C:16]1[CH:21]=[CH:20][CH:19]=[CH:18][CH:17]=1. The yield is 0.480.